Dataset: Reaction yield outcomes from USPTO patents with 853,638 reactions. Task: Predict the reaction yield, written as a fraction of the theoretical maximum amount of product (1.0 means a 100% yield; for example, 0.34 means a 34% yield). (1) The reactants are [Cl:1][C:2]1[C:11]([CH:12]=[O:13])=[CH:10][C:9]2[C:4](=[CH:5][CH:6]=[C:7]([O:14][CH2:15][C:16]([O:18][C:19]([CH3:22])([CH3:21])[CH3:20])=[O:17])[CH:8]=2)[N:3]=1.CC(=CC)C.Cl([O-])=[O:29].[Na+].P([O-])(O)(O)=O.[Na+]. The catalyst is C(O)(C)(C)C.O. The product is [C:19]([O:18][C:16](=[O:17])[CH2:15][O:14][C:7]1[CH:8]=[C:9]2[C:4](=[CH:5][CH:6]=1)[N:3]=[C:2]([Cl:1])[C:11]([C:12]([OH:29])=[O:13])=[CH:10]2)([CH3:22])([CH3:21])[CH3:20]. The yield is 1.00. (2) The reactants are [Br:1][C:2]1[CH:11]=[C:10]2[C:5]([C:6](Cl)=[CH:7][N:8]=[N:9]2)=[CH:4][C:3]=1[Cl:13].[N:14]1([C:20]([O:22][C:23]([CH3:26])([CH3:25])[CH3:24])=[O:21])[CH2:19][CH2:18][NH:17][CH2:16][CH2:15]1.CCN(C(C)C)C(C)C. The catalyst is O1CCOCC1. The product is [Br:1][C:2]1[CH:11]=[C:10]2[C:5]([C:6]([N:17]3[CH2:16][CH2:15][N:14]([C:20]([O:22][C:23]([CH3:26])([CH3:25])[CH3:24])=[O:21])[CH2:19][CH2:18]3)=[CH:7][N:8]=[N:9]2)=[CH:4][C:3]=1[Cl:13]. The yield is 0.780. (3) The reactants are [CH3:1][C:2]1[C:6]([C:7]([O:9][CH3:10])=[O:8])=[CH:5][NH:4][N:3]=1.[F:11][C:12]([F:24])([F:23])[O:13][C:14]1[CH:19]=[CH:18][C:17](B(O)O)=[CH:16][CH:15]=1. No catalyst specified. The product is [CH3:1][C:2]1[C:6]([C:7]([O:9][CH3:10])=[O:8])=[CH:5][N:4]([C:17]2[CH:16]=[CH:15][C:14]([O:13][C:12]([F:11])([F:23])[F:24])=[CH:19][CH:18]=2)[N:3]=1. The yield is 0.270. (4) The reactants are [NH2:1][C:2]1[CH:7]=[C:6]([O:8][C:9]2[CH:14]=[CH:13][C:12]([NH2:15])=[C:11]([Cl:16])[CH:10]=2)[CH:5]=[CH:4][N:3]=1.[CH2:17]([N:19]([CH2:22][CH3:23])[CH2:20]C)[CH3:18].ClC(OC1C=CC=CC=1)=[S:26].N1CCCC1. The catalyst is O1CCCC1. The product is [NH2:15][C:12]1[CH:13]=[CH:14][C:9]([O:8][C:6]2[CH:5]=[CH:4][N:3]=[C:2]([NH:1][C:20]([N:19]3[CH2:22][CH2:23][CH2:18][CH2:17]3)=[S:26])[CH:7]=2)=[CH:10][C:11]=1[Cl:16]. The yield is 0.198. (5) The reactants are C(OC([N:8]1[CH2:12][CH2:11][CH:10]([O:13][C:14](=[O:16])[CH3:15])[CH:9]1[CH2:17][C:18]1[C:26]2[C:21](=[CH:22][CH:23]=[CH:24][CH:25]=2)[NH:20][C:19]=1[Br:27])=O)(C)(C)C.C(O)(C(F)(F)F)=O. The catalyst is C(Cl)Cl. The product is [Br:27][C:19]1[NH:20][C:21]2[C:26]([C:18]=1[CH2:17][CH:9]1[CH:10]([O:13][C:14](=[O:16])[CH3:15])[CH2:11][CH2:12][NH:8]1)=[CH:25][CH:24]=[CH:23][CH:22]=2. The yield is 0.440.